Dataset: Catalyst prediction with 721,799 reactions and 888 catalyst types from USPTO. Task: Predict which catalyst facilitates the given reaction. (1) Reactant: Cl[C:2]1[N:3]=[C:4]([N:24]2[CH2:29][CH2:28][O:27][CH2:26][CH2:25]2)[C:5]2[S:10][C:9]([C:11]3[CH2:16][CH2:15][N:14]([C:17]([O:19][C:20]([CH3:23])([CH3:22])[CH3:21])=[O:18])[CH2:13][CH:12]=3)=[CH:8][C:6]=2[N:7]=1.[OH:30][C:31]1[CH:32]=[C:33](B(O)O)[CH:34]=[CH:35][CH:36]=1.C([O-])([O-])=O.[Na+].[Na+]. The catalyst class is: 235. Product: [OH:30][C:31]1[CH:36]=[C:35]([C:2]2[N:3]=[C:4]([N:24]3[CH2:29][CH2:28][O:27][CH2:26][CH2:25]3)[C:5]3[S:10][C:9]([C:11]4[CH2:16][CH2:15][N:14]([C:17]([O:19][C:20]([CH3:23])([CH3:22])[CH3:21])=[O:18])[CH2:13][CH:12]=4)=[CH:8][C:6]=3[N:7]=2)[CH:34]=[CH:33][CH:32]=1. (2) Reactant: [F:1][C:2]1[CH:3]=[C:4]([CH:19]=[CH:20][C:21]=1[O:22][CH3:23])[C:5]([C:7]1[C:16](=[O:17])[C:15]2[C:10](=[CH:11][CH:12]=[C:13]([CH3:18])[N:14]=2)[NH:9][CH:8]=1)=[O:6].[Br:24][C:25]1[CH:26]=[C:27]([CH:30]=[CH:31][CH:32]=1)[CH2:28]Br. Product: [Br:24][C:25]1[CH:26]=[C:27]([CH:30]=[CH:31][CH:32]=1)[CH2:28][N:9]1[C:10]2[C:15](=[N:14][C:13]([CH3:18])=[CH:12][CH:11]=2)[C:16](=[O:17])[C:7]([C:5](=[O:6])[C:4]2[CH:19]=[CH:20][C:21]([O:22][CH3:23])=[C:2]([F:1])[CH:3]=2)=[CH:8]1. The catalyst class is: 9. (3) Reactant: Br[C:2]1[CH:7]=[CH:6][C:5]([CH2:8][C:9]([NH:11][C:12]2[CH:17]=[CH:16][C:15]([C:18]3[CH:23]=[N:22][CH:21]=[CH:20][N:19]=3)=[CH:14][N:13]=2)=[O:10])=[CH:4][C:3]=1[C:24]([F:27])([F:26])[F:25].C([Sn](CCCC)(CCCC)[C:33]1[CH:38]=[CH:37][N:36]=[N:35][CH:34]=1)CCC. Product: [N:19]1[CH:20]=[CH:21][N:22]=[CH:23][C:18]=1[C:15]1[CH:16]=[CH:17][C:12]([NH:11][C:9](=[O:10])[CH2:8][C:5]2[CH:6]=[CH:7][C:2]([C:33]3[CH:38]=[CH:37][N:36]=[N:35][CH:34]=3)=[C:3]([C:24]([F:27])([F:26])[F:25])[CH:4]=2)=[N:13][CH:14]=1. The catalyst class is: 455. (4) Reactant: [CH3:1][C:2]([CH3:29])([CH3:28])[CH2:3][CH2:4][S:5]([C:8]1[CH:13]=[CH:12][C:11]([C:14]2[CH:19]=[CH:18][C:17]([C:20]([CH3:27])([CH3:26])[C:21]([O:23]CC)=[O:22])=[CH:16][CH:15]=2)=[CH:10][CH:9]=1)(=[O:7])=[O:6].O.[OH-].[Li+]. Product: [CH3:1][C:2]([CH3:29])([CH3:28])[CH2:3][CH2:4][S:5]([C:8]1[CH:13]=[CH:12][C:11]([C:14]2[CH:15]=[CH:16][C:17]([C:20]([CH3:27])([CH3:26])[C:21]([OH:23])=[O:22])=[CH:18][CH:19]=2)=[CH:10][CH:9]=1)(=[O:6])=[O:7]. The catalyst class is: 738.